This data is from Full USPTO retrosynthesis dataset with 1.9M reactions from patents (1976-2016). The task is: Predict the reactants needed to synthesize the given product. Given the product [F:1][C:2]1[CH:7]=[C:6]([S:8]([CH3:11])(=[O:10])=[O:9])[CH:5]=[CH:4][C:3]=1[N:12]1[CH2:17][CH2:16][C:15](=[N:28][OH:19])[CH2:14][CH2:13]1, predict the reactants needed to synthesize it. The reactants are: [F:1][C:2]1[CH:7]=[C:6]([S:8]([CH3:11])(=[O:10])=[O:9])[CH:5]=[CH:4][C:3]=1[N:12]1[CH2:17][CH2:16][C:15](=O)[CH2:14][CH2:13]1.[OH2:19].O.O.C([O-])(=O)C.[Na+].Cl.[NH2:28]O.